Dataset: NCI-60 drug combinations with 297,098 pairs across 59 cell lines. Task: Regression. Given two drug SMILES strings and cell line genomic features, predict the synergy score measuring deviation from expected non-interaction effect. Drug 1: C(=O)(N)NO. Drug 2: C(CCl)NC(=O)N(CCCl)N=O. Cell line: CCRF-CEM. Synergy scores: CSS=21.9, Synergy_ZIP=-8.37, Synergy_Bliss=4.43, Synergy_Loewe=-2.01, Synergy_HSA=3.94.